From a dataset of Reaction yield outcomes from USPTO patents with 853,638 reactions. Predict the reaction yield, written as a fraction of the theoretical maximum amount of product (1.0 means a 100% yield; for example, 0.34 means a 34% yield). (1) The reactants are S(Cl)(Cl)=O.C1(CCC(O)=O)C=CC=CC=1.C1(CCC(Cl)=O)C=CC=CC=1.[C:27]1([CH2:33][CH2:34][C:35]([N:37]=[C:38]=[S:39])=[O:36])[CH:32]=[CH:31][CH:30]=[CH:29][CH:28]=1.[CH3:40][O:41][C:42]1[CH:43]=[C:44]2[C:49](=[CH:50][C:51]=1[O:52][CH3:53])[N:48]=[CH:47][CH:46]=[C:45]2[O:54][C:55]1[CH:61]=[CH:60][C:58]([NH2:59])=[CH:57][C:56]=1[F:62]. The catalyst is C(O)C.C1(C)C=CC=CC=1. The product is [CH3:40][O:41][C:42]1[CH:43]=[C:44]2[C:49](=[CH:50][C:51]=1[O:52][CH3:53])[N:48]=[CH:47][CH:46]=[C:45]2[O:54][C:55]1[CH:61]=[CH:60][C:58]([NH:59][C:38]([NH:37][C:35](=[O:36])[CH2:34][CH2:33][C:27]2[CH:32]=[CH:31][CH:30]=[CH:29][CH:28]=2)=[S:39])=[CH:57][C:56]=1[F:62]. The yield is 0.710. (2) The reactants are [NH2:1][C:2]1[C:7]([NH2:8])=[C:6]([NH:9][C@@H:10]2[C@@H:15]3[CH2:16][C@@H:12]([CH:13]=[CH:14]3)[C@@H:11]2[C:17]([NH2:19])=[O:18])[C:5]([Cl:20])=[CH:4][N:3]=1.[F:21][C:22]1[CH:29]=[CH:28][C:25]([CH:26]=O)=[CH:24][CH:23]=1.C([O-])(=O)C.[NH4+]. No catalyst specified. The product is [Cl:20][C:5]1[C:6]([NH:9][C@@H:10]2[C@@H:15]3[CH2:16][C@@H:12]([CH:13]=[CH:14]3)[C@@H:11]2[C:17]([NH2:19])=[O:18])=[C:7]2[N:8]=[C:26]([C:25]3[CH:28]=[CH:29][C:22]([F:21])=[CH:23][CH:24]=3)[NH:1][C:2]2=[N:3][CH:4]=1. The yield is 0.300. (3) The product is [CH2:24]([O:26][CH:27]1[CH2:28][CH2:29][N:30]([C:33]([C:35]2[CH:36]=[C:37]([CH2:42][C:43]([C:5]3[C:6]([C:7]([O:9][CH3:10])=[O:8])=[C:2]([CH3:1])[NH:3][C:4]=3[CH3:11])=[O:44])[CH:38]=[CH:39][C:40]=2[F:41])=[O:34])[CH2:31][CH2:32]1)[CH3:25]. The reactants are [CH3:1][C:2]1[NH:3][C:4]([CH3:11])=[CH:5][C:6]=1[C:7]([O:9][CH3:10])=[O:8].[Cl-].[Cl-].[Cl-].[Al+3].ClC(N(C)C)=C(C)C.[CH2:24]([O:26][CH:27]1[CH2:32][CH2:31][N:30]([C:33]([C:35]2[CH:36]=[C:37]([CH2:42][C:43](O)=[O:44])[CH:38]=[CH:39][C:40]=2[F:41])=[O:34])[CH2:29][CH2:28]1)[CH3:25].Cl. The yield is 0.860. The catalyst is C(Cl)Cl. (4) The reactants are [Cu][C:2]#[N:3].Br[C:5]1[C:15]2[N:14]3[CH2:16][CH2:17][CH2:18][C@@H:19]([NH:20][C:21](=[O:26])[C:22]([F:25])([F:24])[F:23])[C@H:13]3[C:12]3[CH:27]=[CH:28][CH:29]=[CH:30][C:11]=3[O:10][C:9]=2[CH:8]=[CH:7][CH:6]=1.O. The catalyst is CN1CCCC1=O. The product is [F:25][C:22]([F:23])([F:24])[C:21]([NH:20][C@H:19]1[C@@H:13]2[N:14]([C:15]3[C:5]([C:2]#[N:3])=[CH:6][CH:7]=[CH:8][C:9]=3[O:10][C:11]3[CH:30]=[CH:29][CH:28]=[CH:27][C:12]=32)[CH2:16][CH2:17][CH2:18]1)=[O:26]. The yield is 0.750.